From a dataset of Full USPTO retrosynthesis dataset with 1.9M reactions from patents (1976-2016). Predict the reactants needed to synthesize the given product. (1) Given the product [Cl:37][C:32]1[CH:31]=[C:30]([CH:35]=[CH:34][C:33]=1[Cl:36])[C:29]([NH:28][C:24]1[CH:25]=[CH:26][CH:27]=[C:22]([CH2:21][S:16][C:14]2[NH:13][C:12](=[O:17])[C:11]([C:18]#[N:19])=[C:10]([C:3]3[C:4]4[C:9](=[CH:8][CH:7]=[CH:6][CH:5]=4)[NH:1][CH:2]=3)[N:15]=2)[CH:23]=1)=[O:38], predict the reactants needed to synthesize it. The reactants are: [NH:1]1[C:9]2[C:4](=[CH:5][CH:6]=[CH:7][CH:8]=2)[C:3]([C:10]2[NH:15][C:14](=[S:16])[NH:13][C:12](=[O:17])[C:11]=2[C:18]#[N:19])=[CH:2]1.Br[CH2:21][C:22]1[CH:23]=[C:24]([NH:28][C:29](=[O:38])[C:30]2[CH:35]=[CH:34][C:33]([Cl:36])=[C:32]([Cl:37])[CH:31]=2)[CH:25]=[CH:26][CH:27]=1.C(N(C(C)C)CC)(C)C. (2) Given the product [Cl:22][C:5]1[CH:4]=[CH:3][C:2]([I:32])=[CH:21][C:6]=1[C:7]([NH:9][CH2:10][C:11]12[CH2:20][CH:15]3[CH2:16][CH:17]([CH2:19][CH:13]([CH2:14]3)[CH2:12]1)[CH2:18]2)=[O:8], predict the reactants needed to synthesize it. The reactants are: N[C:2]1[CH:3]=[CH:4][C:5]([Cl:22])=[C:6]([CH:21]=1)[C:7]([NH:9][CH2:10][C:11]12[CH2:20][CH:15]3[CH2:16][CH:17]([CH2:19][CH:13]([CH2:14]3)[CH2:12]1)[CH2:18]2)=[O:8].S(=O)(=O)(O)O.N([O-])=O.[Na+].[I-:32].[K+].